Dataset: Full USPTO retrosynthesis dataset with 1.9M reactions from patents (1976-2016). Task: Predict the reactants needed to synthesize the given product. (1) The reactants are: [OH-].[Na+].[NH2:3][C:4]1[CH:11]=[CH:10][C:9]([S:12][C:13]#N)=[CH:8][C:5]=1[C:6]#[N:7].[BH4-].[Na+].S(OC)(OC)(=O)=O. Given the product [NH2:3][C:4]1[CH:11]=[CH:10][C:9]([S:12][CH3:13])=[CH:8][C:5]=1[C:6]#[N:7], predict the reactants needed to synthesize it. (2) Given the product [Cl:8][C:6]1[CH:5]=[C:4]2[C:3](=[C:2]([Cl:1])[CH:7]=1)[S:9][CH2:10][CH2:11][C:12]2=[O:14], predict the reactants needed to synthesize it. The reactants are: [Cl:1][C:2]1[CH:7]=[C:6]([Cl:8])[CH:5]=[CH:4][C:3]=1[S:9][CH2:10][CH2:11][C:12]([OH:14])=O. (3) Given the product [CH2:15]([N:11]1[C:12]2[C:7](=[C:6]([OH:29])[C:5]([C:3]([NH:30][CH2:31][CH2:32][C:33]([OH:35])=[O:34])=[O:4])=[N:14][CH:13]=2)[CH2:8][CH:9]([C:23]2[CH:28]=[CH:27][CH:26]=[CH:25][CH:24]=2)[C:10]1=[O:22])[C:16]1[CH:21]=[CH:20][CH:19]=[CH:18][CH:17]=1, predict the reactants needed to synthesize it. The reactants are: CO[C:3]([C:5]1[C:6]([OH:29])=[C:7]2[C:12](=[CH:13][N:14]=1)[N:11]([CH2:15][C:16]1[CH:21]=[CH:20][CH:19]=[CH:18][CH:17]=1)[C:10](=[O:22])[CH:9]([C:23]1[CH:28]=[CH:27][CH:26]=[CH:25][CH:24]=1)[CH2:8]2)=[O:4].[NH2:30][CH2:31][CH2:32][C:33]([OH:35])=[O:34].C[O-].[Na+]. (4) The reactants are: C(NC(C)C)(C)C.C([Li])CCC.[C:13]([O:16][CH2:17][CH3:18])(=[O:15])[CH3:14].[CH2:19]([O:26][C:27]1[CH:34]=[CH:33][C:30]([CH:31]=[O:32])=[CH:29][CH:28]=1)[C:20]1[CH:25]=[CH:24][CH:23]=[CH:22][CH:21]=1. Given the product [CH2:19]([O:26][C:27]1[CH:28]=[CH:29][C:30]([CH:31]([OH:32])[CH2:14][C:13]([O:16][CH2:17][CH3:18])=[O:15])=[CH:33][CH:34]=1)[C:20]1[CH:21]=[CH:22][CH:23]=[CH:24][CH:25]=1, predict the reactants needed to synthesize it.